From a dataset of Full USPTO retrosynthesis dataset with 1.9M reactions from patents (1976-2016). Predict the reactants needed to synthesize the given product. (1) Given the product [CH3:1][O:2][C:3](=[O:25])[CH2:4][C:5]1[CH:6]=[C:7]([C:13]2[CH:18]=[CH:17][C:16]([C:19]([F:21])([F:22])[F:20])=[CH:15][C:14]=2[CH2:23][NH:35][C@H:28]2[C:29]3[C:34](=[CH:33][CH:32]=[CH:31][CH:30]=3)[CH2:26][C@H:27]2[OH:36])[C:8]([O:11][CH3:12])=[CH:9][CH:10]=1, predict the reactants needed to synthesize it. The reactants are: [CH3:1][O:2][C:3](=[O:25])[CH2:4][C:5]1[CH:6]=[C:7]([C:13]2[CH:18]=[CH:17][C:16]([C:19]([F:22])([F:21])[F:20])=[CH:15][C:14]=2[CH:23]=O)[C:8]([O:11][CH3:12])=[CH:9][CH:10]=1.[CH2:26]1[C:34]2[C:29](=[CH:30][CH:31]=[CH:32][CH:33]=2)[C@H:28]([NH2:35])[C@@H:27]1[OH:36]. (2) Given the product [CH:28]([CH:41]1[CH2:46][CH2:45][N:44]([CH2:16][CH2:17][CH:18]2[CH2:19][C:20]3([CH2:24][CH2:25][CH2:27][CH2:26]3)[C:21](=[O:23])[O:22]2)[CH2:43][CH2:42]1)([C:35]1[CH:36]=[CH:37][CH:38]=[CH:39][CH:40]=1)[C:29]1[CH:30]=[CH:31][CH:32]=[CH:33][CH:34]=1, predict the reactants needed to synthesize it. The reactants are: N1C2C=CC=CC=2N=C1C1CCN([CH2:16][CH2:17][CH:18]2[O:22][C:21](=[O:23])[C:20]([CH2:26][CH3:27])([CH2:24][CH3:25])[CH2:19]2)CC1.[CH:28]([CH:41]1[CH2:46][CH2:45][NH:44][CH2:43][CH2:42]1)([C:35]1[CH:40]=[CH:39][CH:38]=[CH:37][CH:36]=1)[C:29]1[CH:34]=[CH:33][CH:32]=[CH:31][CH:30]=1.N1(C2C=CC=CC=2C#N)CCNCC1.CC1C=CC(S(OCCC2CC3(CCCC3)C(=O)O2)(=O)=O)=CC=1.CC1C=CC(S(OCCC2CC(CC)(CC)C(=O)O2)(=O)=O)=CC=1. (3) Given the product [S:1]1[C:5]2[CH:6]=[CH:7][CH:8]=[CH:9][C:4]=2[N:3]=[C:2]1[NH:10][C@@H:11]1[CH2:14][C@H:13]([N:15]2[C:25]3=[N:24][CH:23]=[CH:22][N:21]=[C:20]3[C:17]([CH3:19])([CH3:18])[C:16]2=[O:27])[CH2:12]1, predict the reactants needed to synthesize it. The reactants are: [S:1]1[C:5]2[CH:6]=[CH:7][CH:8]=[CH:9][C:4]=2[N:3]=[C:2]1[NH:10][C@@H:11]1[CH2:14][C@H:13]([NH:15][C:16](=[O:27])[C:17]([C:20]2[C:25](Cl)=[N:24][CH:23]=[CH:22][N:21]=2)([CH3:19])[CH3:18])[CH2:12]1.CC(C)([O-])C.[Na+].